Dataset: NCI-60 drug combinations with 297,098 pairs across 59 cell lines. Task: Regression. Given two drug SMILES strings and cell line genomic features, predict the synergy score measuring deviation from expected non-interaction effect. (1) Drug 1: CN(CCCl)CCCl.Cl. Drug 2: CC(C)CN1C=NC2=C1C3=CC=CC=C3N=C2N. Cell line: SF-268. Synergy scores: CSS=0.585, Synergy_ZIP=0.0213, Synergy_Bliss=3.02, Synergy_Loewe=1.14, Synergy_HSA=1.42. (2) Drug 1: CN(C)C1=NC(=NC(=N1)N(C)C)N(C)C. Drug 2: CC(C)NC(=O)C1=CC=C(C=C1)CNNC.Cl. Cell line: U251. Synergy scores: CSS=-4.49, Synergy_ZIP=1.24, Synergy_Bliss=-0.202, Synergy_Loewe=-2.74, Synergy_HSA=-2.83.